Dataset: TCR-epitope binding with 47,182 pairs between 192 epitopes and 23,139 TCRs. Task: Binary Classification. Given a T-cell receptor sequence (or CDR3 region) and an epitope sequence, predict whether binding occurs between them. (1) The epitope is NQKLIANQF. The TCR CDR3 sequence is CASSLTEEGFNEQFF. Result: 1 (the TCR binds to the epitope). (2) The epitope is LEPLVDLPI. The TCR CDR3 sequence is CASSQGAAESSYNEQFF. Result: 1 (the TCR binds to the epitope).